This data is from Peptide-MHC class II binding affinity with 134,281 pairs from IEDB. The task is: Regression. Given a peptide amino acid sequence and an MHC pseudo amino acid sequence, predict their binding affinity value. This is MHC class II binding data. (1) The peptide sequence is ASMVIFDRSFTITIA. The MHC is HLA-DQA10301-DQB10302 with pseudo-sequence HLA-DQA10301-DQB10302. The binding affinity (normalized) is 0.212. (2) The peptide sequence is HVKHFVINLIGDFEV. The binding affinity (normalized) is 0.490. The MHC is DRB1_0405 with pseudo-sequence DRB1_0405. (3) The peptide sequence is GELQIVDKIDAAFHI. The MHC is DRB1_0401 with pseudo-sequence DRB1_0401. The binding affinity (normalized) is 0.504. (4) The peptide sequence is STIFPFRRLFMVADV. The MHC is DRB1_1302 with pseudo-sequence DRB1_1302. The binding affinity (normalized) is 0.402.